Dataset: NCI-60 drug combinations with 297,098 pairs across 59 cell lines. Task: Regression. Given two drug SMILES strings and cell line genomic features, predict the synergy score measuring deviation from expected non-interaction effect. (1) Drug 1: CCC1=CC2CC(C3=C(CN(C2)C1)C4=CC=CC=C4N3)(C5=C(C=C6C(=C5)C78CCN9C7C(C=CC9)(C(C(C8N6C)(C(=O)OC)O)OC(=O)C)CC)OC)C(=O)OC.C(C(C(=O)O)O)(C(=O)O)O. Drug 2: CCCS(=O)(=O)NC1=C(C(=C(C=C1)F)C(=O)C2=CNC3=C2C=C(C=N3)C4=CC=C(C=C4)Cl)F. Cell line: OVCAR-4. Synergy scores: CSS=18.5, Synergy_ZIP=0.643, Synergy_Bliss=2.43, Synergy_Loewe=-20.0, Synergy_HSA=0.454. (2) Drug 1: CN(CC1=CN=C2C(=N1)C(=NC(=N2)N)N)C3=CC=C(C=C3)C(=O)NC(CCC(=O)O)C(=O)O. Drug 2: C1=NC2=C(N=C(N=C2N1C3C(C(C(O3)CO)O)O)F)N. Cell line: K-562. Synergy scores: CSS=34.8, Synergy_ZIP=-1.23, Synergy_Bliss=-4.33, Synergy_Loewe=-4.65, Synergy_HSA=-3.50. (3) Drug 1: C#CCC(CC1=CN=C2C(=N1)C(=NC(=N2)N)N)C3=CC=C(C=C3)C(=O)NC(CCC(=O)O)C(=O)O. Drug 2: CC12CCC3C(C1CCC2OP(=O)(O)O)CCC4=C3C=CC(=C4)OC(=O)N(CCCl)CCCl.[Na+]. Cell line: PC-3. Synergy scores: CSS=-3.57, Synergy_ZIP=-1.86, Synergy_Bliss=-7.34, Synergy_Loewe=-5.74, Synergy_HSA=-8.11. (4) Drug 1: CC(C1=C(C=CC(=C1Cl)F)Cl)OC2=C(N=CC(=C2)C3=CN(N=C3)C4CCNCC4)N. Drug 2: CC12CCC3C(C1CCC2OP(=O)(O)O)CCC4=C3C=CC(=C4)OC(=O)N(CCCl)CCCl.[Na+]. Cell line: KM12. Synergy scores: CSS=12.4, Synergy_ZIP=-7.09, Synergy_Bliss=-18.6, Synergy_Loewe=-33.1, Synergy_HSA=-16.6.